From a dataset of Forward reaction prediction with 1.9M reactions from USPTO patents (1976-2016). Predict the product of the given reaction. (1) Given the reactants C(OC(=O)[NH:7][CH2:8][CH2:9][CH2:10][N:11]1[C:23]2[C:22]3[CH:21]=[CH:20][CH:19]=[CH:18][C:17]=3[N:16]=[C:15]([NH2:24])[C:14]=2[N:13]=[C:12]1[CH2:25][CH2:26][CH2:27][CH3:28])(C)(C)C.C(O)(C(F)(F)F)=O, predict the reaction product. The product is: [NH2:7][CH2:8][CH2:9][CH2:10][N:11]1[C:23]2[C:22]3[CH:21]=[CH:20][CH:19]=[CH:18][C:17]=3[N:16]=[C:15]([NH2:24])[C:14]=2[N:13]=[C:12]1[CH2:25][CH2:26][CH2:27][CH3:28]. (2) Given the reactants O1CCCCC1[O:7][CH2:8][CH2:9][N:10]1[C:23]2[C:18](=[CH:19][C:20]([C:24]([O:26][C:27]([CH3:30])([CH3:29])[CH3:28])=[O:25])=[CH:21][CH:22]=2)[C:12]2([CH2:17][CH2:16][NH:15][CH2:14][CH2:13]2)[C:11]1=[O:31].Cl, predict the reaction product. The product is: [OH:7][CH2:8][CH2:9][N:10]1[C:23]2[C:18](=[CH:19][C:20]([C:24]([O:26][C:27]([CH3:29])([CH3:28])[CH3:30])=[O:25])=[CH:21][CH:22]=2)[C:12]2([CH2:13][CH2:14][NH:15][CH2:16][CH2:17]2)[C:11]1=[O:31]. (3) Given the reactants [Cl:1][C:2]1[CH:7]=[C:6]2[NH:8][C:9](=[O:42])[C:10]3([CH:15]([C:16]4[CH:21]=[C:20]([Cl:22])[CH:19]=[CH:18][C:17]=4[O:23][C:24]([CH2:31][CH3:32])([C:27]([O:29]C)=[O:28])[CH2:25][CH3:26])[CH2:14][C:13](=[O:33])[NH:12][CH:11]3[C:34]3[CH:39]=[C:38]([F:40])[CH:37]=[CH:36][C:35]=3[CH3:41])[C:5]2=[CH:4][CH:3]=1.O[Li].O.O, predict the reaction product. The product is: [Cl:1][C:2]1[CH:7]=[C:6]2[NH:8][C:9](=[O:42])[C:10]3([CH:15]([C:16]4[CH:21]=[C:20]([Cl:22])[CH:19]=[CH:18][C:17]=4[O:23][C:24]([CH2:31][CH3:32])([C:27]([OH:29])=[O:28])[CH2:25][CH3:26])[CH2:14][C:13](=[O:33])[NH:12][CH:11]3[C:34]3[CH:39]=[C:38]([F:40])[CH:37]=[CH:36][C:35]=3[CH3:41])[C:5]2=[CH:4][CH:3]=1. (4) Given the reactants [CH3:1][O:2][C:3]([C@@H:5]([N:13]1[CH2:18][C:17]2[CH:19]=[CH:20][S:21][C:16]=2[CH2:15][CH2:14]1)[C:6]1[C:11]([Cl:12])=[CH:10][CH:9]=[CH:8][CH:7]=1)=[O:4].[CH:22]([S:30]([O-:33])(=[O:32])=[O:31])=[CH:23][C:24]1[CH:29]=[CH:28][CH:27]=[CH:26][CH:25]=1.C[O-].[Na+], predict the reaction product. The product is: [Cl:12][C:11]1[CH:10]=[CH:9][CH:8]=[CH:7][C:6]=1[C@H:5]([N:13]1[CH2:14][CH2:15][C:16]2[S:21][CH:20]=[CH:19][C:17]=2[CH2:18]1)[C:3]([O:2][CH3:1])=[O:4].[CH:22]([S:30]([O-:33])(=[O:31])=[O:32])=[CH:23][C:24]1[CH:29]=[CH:28][CH:27]=[CH:26][CH:25]=1. (5) Given the reactants [CH3:1][O:2][C:3]1[CH:11]=[C:10]([NH:12][CH:13]([C:18]2[CH:22]=[C:21]([C:23]3[CH:28]=[CH:27][CH:26]=[CH:25][CH:24]=3)[O:20][C:19]=2[CH3:29])[CH2:14][CH:15]([CH3:17])[CH3:16])[CH:9]=[CH:8][C:4]=1C(O)=O.[CH3:30][NH:31][CH2:32][CH2:33][C:34]([O:36]CC)=[O:35].Cl.C(N=C=NCCCN(C)C)C.O.[OH:52][C:53]1C2N=NNC=2C=CC=1, predict the reaction product. The product is: [CH3:1][O:2][C:3]1[CH:11]=[C:10]([NH:12][CH:13]([C:18]2[CH:22]=[C:21]([C:23]3[CH:28]=[CH:27][CH:26]=[CH:25][CH:24]=3)[O:20][C:19]=2[CH3:29])[CH2:14][CH:15]([CH3:16])[CH3:17])[CH:9]=[CH:8][C:4]=1[C:53]([N:31]([CH3:30])[CH2:32][CH2:33][C:34]([OH:36])=[O:35])=[O:52]. (6) Given the reactants C([O:8][CH2:9][CH:10]1[O:24][C:14]2=[C:15]3[C:20](=[CH:21][CH:22]=[C:13]2[O:12][CH2:11]1)[N:19]=[C:18]([CH3:23])[CH:17]=[CH:16]3)C1C=CC=CC=1, predict the reaction product. The product is: [CH3:23][C:18]1[CH:17]=[CH:16][C:15]2[C:20](=[CH:21][CH:22]=[C:13]3[O:12][CH2:11][CH:10]([CH2:9][OH:8])[O:24][C:14]3=2)[N:19]=1. (7) Given the reactants C([O:3][C:4]([C:6]1[C:7]([O:25][CH:26]([CH3:31])[C:27]([F:30])([F:29])[F:28])=[N:8][C:9]2[C:14]([C:15]=1[CH2:16][C:17]1[CH:22]=[CH:21][CH:20]=[CH:19][C:18]=1[Cl:23])=[CH:13][C:12]([Cl:24])=[CH:11][CH:10]=2)=[O:5])C.[OH-].[Na+], predict the reaction product. The product is: [Cl:24][C:12]1[CH:13]=[C:14]2[C:9](=[CH:10][CH:11]=1)[N:8]=[C:7]([O:25][CH:26]([CH3:31])[C:27]([F:28])([F:30])[F:29])[C:6]([C:4]([OH:5])=[O:3])=[C:15]2[CH2:16][C:17]1[CH:22]=[CH:21][CH:20]=[CH:19][C:18]=1[Cl:23].